Task: Predict which catalyst facilitates the given reaction.. Dataset: Catalyst prediction with 721,799 reactions and 888 catalyst types from USPTO Reactant: Br[C:2]1[C:11]2[NH:10][C:9](=[O:12])[CH2:8][C:7]3([CH3:15])[CH2:13][NH:14][C:5]([C:6]=23)=[CH:4][CH:3]=1.[Cu][C:17]#[N:18]. The catalyst class is: 128. Product: [CH3:15][C:7]12[CH2:13][NH:14][C:5]3=[C:6]1[C:11](=[C:2]([C:17]#[N:18])[CH:3]=[CH:4]3)[NH:10][C:9](=[O:12])[CH2:8]2.